Dataset: Full USPTO retrosynthesis dataset with 1.9M reactions from patents (1976-2016). Task: Predict the reactants needed to synthesize the given product. (1) The reactants are: [Cl:1][C:2]1[CH:3]=[C:4]([CH:8]2[C:12]([C:15]3[CH:20]=[CH:19][C:18]([Cl:21])=[CH:17][CH:16]=3)([C:13]#[N:14])[CH:11]([CH2:22][C:23]([CH3:26])([CH3:25])[CH3:24])[NH:10][CH:9]2[C:27]([OH:29])=O)[CH:5]=[CH:6][CH:7]=1.[N:30]1([CH2:36][CH2:37][OH:38])[CH2:35][CH2:34][NH:33][CH2:32][CH2:31]1.CN(C(ON1N=NC2C=CC=NC1=2)=[N+](C)C)C.F[P-](F)(F)(F)(F)F.CCN(C(C)C)C(C)C. Given the product [Cl:1][C:2]1[CH:3]=[C:4]([CH:8]2[CH:9]([C:27]([N:33]3[CH2:34][CH2:35][N:30]([CH2:36][CH2:37][OH:38])[CH2:31][CH2:32]3)=[O:29])[NH:10][CH:11]([CH2:22][C:23]([CH3:24])([CH3:26])[CH3:25])[C:12]2([C:15]2[CH:20]=[CH:19][C:18]([Cl:21])=[CH:17][CH:16]=2)[C:13]#[N:14])[CH:5]=[CH:6][CH:7]=1, predict the reactants needed to synthesize it. (2) Given the product [CH3:1][C:2]1[C:3]([CH3:34])=[CH:4][C:5]2[N:14]([CH2:15][CH2:16][NH:17][C:18]3[CH:30]=[CH:29][CH:28]=[CH:27][C:19]=3[C:20]([OH:22])=[O:21])[C:13]3[C:8]([C:9](=[O:32])[NH:10][C:11](=[O:31])[N:12]=3)=[N:7][C:6]=2[CH:33]=1, predict the reactants needed to synthesize it. The reactants are: [CH3:1][C:2]1[C:3]([CH3:34])=[CH:4][C:5]2[N:14]([CH2:15][CH2:16][NH:17][C:18]3[CH:30]=[CH:29][CH:28]=[CH:27][C:19]=3[C:20]([O:22]C(C)(C)C)=[O:21])[C:13]3[C:8]([C:9](=[O:32])[NH:10][C:11](=[O:31])[N:12]=3)=[N:7][C:6]=2[CH:33]=1.C(O)(C(F)(F)F)=O. (3) Given the product [F:19][C:2]([F:1])([F:18])[C:3]1[CH:4]=[CH:5][C:6]([N:9]2[CH:13]=[CH:12][C:11]([CH2:14][OH:15])=[N:10]2)=[CH:7][CH:8]=1, predict the reactants needed to synthesize it. The reactants are: [F:1][C:2]([F:19])([F:18])[C:3]1[CH:8]=[CH:7][C:6]([N:9]2[CH:13]=[CH:12][C:11]([C:14](OC)=[O:15])=[N:10]2)=[CH:5][CH:4]=1.[H-].[Al+3].[Li+].[H-].[H-].[H-]. (4) Given the product [Cl:16][C:17]1[CH:18]=[C:19]([C:24]2[CH:29]=[CH:28][C:27]([CH2:30][C@@H:31]([NH:38][C:13]([C:4]3[C:3]([O:2][CH3:1])=[CH:12][C:11]4[C:6](=[CH:7][CH:8]=[CH:9][CH:10]=4)[CH:5]=3)=[O:15])[C:32]3[O:36][N:35]=[C:34]([CH3:37])[N:33]=3)=[CH:26][CH:25]=2)[CH:20]=[CH:21][C:22]=1[F:23], predict the reactants needed to synthesize it. The reactants are: [CH3:1][O:2][C:3]1[C:4]([C:13]([OH:15])=O)=[CH:5][C:6]2[C:11]([CH:12]=1)=[CH:10][CH:9]=[CH:8][CH:7]=2.[Cl:16][C:17]1[CH:18]=[C:19]([C:24]2[CH:29]=[CH:28][C:27]([CH2:30][C@@H:31]([NH2:38])[C:32]3[O:36][N:35]=[C:34]([CH3:37])[N:33]=3)=[CH:26][CH:25]=2)[CH:20]=[CH:21][C:22]=1[F:23]. (5) Given the product [F:1][C:2]1[CH:3]=[C:4]2[C:8](=[C:9]([NH:11][S:12]([C:15]3[S:16][CH:17]=[CH:18][CH:19]=3)(=[O:14])=[O:13])[CH:10]=1)[NH:7][C:6]([C:20]([OH:22])=[O:21])=[CH:5]2, predict the reactants needed to synthesize it. The reactants are: [F:1][C:2]1[CH:3]=[C:4]2[C:8](=[C:9]([NH:11][S:12]([C:15]3[S:16][CH:17]=[CH:18][CH:19]=3)(=[O:14])=[O:13])[CH:10]=1)[NH:7][C:6]([C:20]([O:22]CC)=[O:21])=[CH:5]2.CO.[OH-].[K+]. (6) Given the product [NH2:18][C:19]1[CH:20]=[C:21]([CH:25]=[CH:26][C:27]=1[CH3:28])[C:22]([NH:24][C:2]1[CH:7]=[CH:6][CH:5]=[C:4]([C:8]2[O:9][C:10]3[CH:16]=[CH:15][C:14]([CH3:17])=[CH:13][C:11]=3[N:12]=2)[CH:3]=1)=[O:23], predict the reactants needed to synthesize it. The reactants are: Br[C:2]1[CH:3]=[C:4]([C:8]2[O:9][C:10]3[CH:16]=[CH:15][C:14]([CH3:17])=[CH:13][C:11]=3[N:12]=2)[CH:5]=[CH:6][CH:7]=1.[NH2:18][C:19]1[CH:20]=[C:21]([CH:25]=[CH:26][C:27]=1[CH3:28])[C:22]([NH2:24])=[O:23].